From a dataset of Catalyst prediction with 721,799 reactions and 888 catalyst types from USPTO. Predict which catalyst facilitates the given reaction. Reactant: [CH3:1][C:2]([CH3:5])([O-:4])[CH3:3].[K+].[Cl-].[CH3:8][O:9][CH2:10][P+](C1C=CC=CC=1)(C1C=CC=CC=1)C1C=CC=CC=1.C(O[C:35]([N:37]1[CH2:41][C@@H:40]([CH2:42][NH:43][C:44]([O:46][C:47]([CH3:50])([CH3:49])[CH3:48])=[O:45])[CH2:39][C@H:38]1[CH:51]=O)=[O:36])(C)(C)C. Product: [C:2]([O:4][C:35]([N:37]1[CH2:41][C@@H:40]([CH2:42][NH:43][C:44]([O:46][C:47]([CH3:48])([CH3:49])[CH3:50])=[O:45])[CH2:39][C@@H:38]1/[CH:51]=[CH:8]/[O:9][CH3:10])=[O:36])([CH3:5])([CH3:3])[CH3:1]. The catalyst class is: 7.